From a dataset of NCI-60 drug combinations with 297,098 pairs across 59 cell lines. Regression. Given two drug SMILES strings and cell line genomic features, predict the synergy score measuring deviation from expected non-interaction effect. (1) Drug 1: CC(CN1CC(=O)NC(=O)C1)N2CC(=O)NC(=O)C2. Drug 2: CN(C(=O)NC(C=O)C(C(C(CO)O)O)O)N=O. Cell line: MDA-MB-435. Synergy scores: CSS=0.654, Synergy_ZIP=-3.74, Synergy_Bliss=-6.36, Synergy_Loewe=-6.55, Synergy_HSA=-6.99. (2) Drug 1: CCC1=CC2CC(C3=C(CN(C2)C1)C4=CC=CC=C4N3)(C5=C(C=C6C(=C5)C78CCN9C7C(C=CC9)(C(C(C8N6C)(C(=O)OC)O)OC(=O)C)CC)OC)C(=O)OC.C(C(C(=O)O)O)(C(=O)O)O. Drug 2: CS(=O)(=O)OCCCCOS(=O)(=O)C. Cell line: NCI-H322M. Synergy scores: CSS=13.8, Synergy_ZIP=-0.719, Synergy_Bliss=1.88, Synergy_Loewe=-43.2, Synergy_HSA=-1.51. (3) Drug 1: CCC1(CC2CC(C3=C(CCN(C2)C1)C4=CC=CC=C4N3)(C5=C(C=C6C(=C5)C78CCN9C7C(C=CC9)(C(C(C8N6C=O)(C(=O)OC)O)OC(=O)C)CC)OC)C(=O)OC)O.OS(=O)(=O)O. Drug 2: C1CC(=O)NC(=O)C1N2C(=O)C3=CC=CC=C3C2=O. Cell line: MDA-MB-231. Synergy scores: CSS=11.2, Synergy_ZIP=-1.77, Synergy_Bliss=0.146, Synergy_Loewe=-14.8, Synergy_HSA=-1.89.